From a dataset of Full USPTO retrosynthesis dataset with 1.9M reactions from patents (1976-2016). Predict the reactants needed to synthesize the given product. (1) Given the product [Cl:15][C:11]1[CH:10]=[C:9]2[C:14](=[CH:13][CH:12]=1)[N:6]([C:4]([O:3][CH2:1][CH3:2])=[O:5])[C:7](=[O:29])[C:8]2([CH2:21][C:22]([OH:24])=[O:23])[C:16]([O:18][CH2:19][CH3:20])=[O:17], predict the reactants needed to synthesize it. The reactants are: [CH2:1]([O:3][C:4]([N:6]1[C:14]2[C:9](=[CH:10][C:11]([Cl:15])=[CH:12][CH:13]=2)[C:8]([CH2:21][C:22]([O:24]C(C)(C)C)=[O:23])([C:16]([O:18][CH2:19][CH3:20])=[O:17])[C:7]1=[O:29])=[O:5])[CH3:2].ClCCl. (2) The reactants are: Cl[C:2]1[N:7]=[C:6]2[N:8]([C:22]3[CH:23]=[C:24]([CH:27]=[CH:28][CH:29]=3)[C:25]#[N:26])[C:9](=[O:21])[N:10]([C:13]3[CH:18]=[CH:17][C:16]([O:19][CH3:20])=[CH:15][CH:14]=3)[CH:11]([CH3:12])[C:5]2=[CH:4][N:3]=1.[NH2:30][C:31]1[CH:36]=[CH:35][CH:34]=[CH:33][CH:32]=1. Given the product [CH3:20][O:19][C:16]1[CH:15]=[CH:14][C:13]([N:10]2[CH:11]([CH3:12])[C:5]3[C:6](=[N:7][C:2]([NH:30][C:31]4[CH:36]=[CH:35][CH:34]=[CH:33][CH:32]=4)=[N:3][CH:4]=3)[N:8]([C:22]3[CH:23]=[C:24]([CH:27]=[CH:28][CH:29]=3)[C:25]#[N:26])[C:9]2=[O:21])=[CH:18][CH:17]=1, predict the reactants needed to synthesize it. (3) Given the product [Cl:16][C:15]1[C:8]2[C:7]([NH:24][CH2:23][CH2:22][C:21]3[CH:20]=[C:19]([OH:18])[CH:27]=[CH:26][CH:25]=3)=[N:12][CH:11]=[N:10][C:9]=2[S:13][CH:14]=1, predict the reactants needed to synthesize it. The reactants are: CN(C)C=O.Cl[C:7]1[C:8]2[C:15]([Cl:16])=[CH:14][S:13][C:9]=2[N:10]=[CH:11][N:12]=1.Cl.[OH:18][C:19]1[CH:20]=[C:21]([CH:25]=[CH:26][CH:27]=1)[CH2:22][CH2:23][NH2:24].C(N(CC)CC)C. (4) The reactants are: C([O:4][CH2:5][CH:6]1[CH:11]=[CH:10][C@H:9]([NH:12][C:13]2[C:18]([N+:19]([O-])=O)=[CH:17][N:16]=[C:15]3[CH:22]=[CH:23][S:24][C:14]=23)[CH2:8][O:7]1)(=O)C. Given the product [NH2:19][C:18]1[C:13]([NH:12][C@@H:9]2[CH2:8][O:7][C@@H:6]([CH2:5][OH:4])[CH2:11][CH2:10]2)=[C:14]2[S:24][CH:23]=[CH:22][C:15]2=[N:16][CH:17]=1, predict the reactants needed to synthesize it. (5) Given the product [CH2:20]([N:6]1[C:7]2([CH2:9][CH2:10][CH2:11][CH2:12][CH2:13][CH2:14]2)[N:8]=[C:4]([CH:1]([CH3:3])[CH3:2])[C:5]1=[O:15])[CH:19]=[CH2:18], predict the reactants needed to synthesize it. The reactants are: [CH:1]([C:4]1[C:5](=[O:15])[NH:6][C:7]2([CH2:14][CH2:13][CH2:12][CH2:11][CH2:10][CH2:9]2)[N:8]=1)([CH3:3])[CH3:2].[H-].[Na+].[CH2:18](Br)[CH:19]=[CH2:20].